From a dataset of Forward reaction prediction with 1.9M reactions from USPTO patents (1976-2016). Predict the product of the given reaction. (1) Given the reactants Br[C:2]1[C:9]([CH3:10])=[CH:8][CH:7]=[CH:6][C:3]=1[C:4]#[N:5].[CH3:11][O:12][C:13]1[CH:45]=[CH:44][C:16]([CH2:17][NH:18][C:19]2[C:28]([CH:29]3[CH2:34][CH2:33][O:32][CH2:31][CH2:30]3)=[CH:27][C:26]3[C:21](=[CH:22][CH:23]=[C:24](B4OC(C)(C)C(C)(C)O4)[CH:25]=3)[N:20]=2)=[CH:15][CH:14]=1.C1(P(C2CCCCC2)C2C=CC=CC=2C2C(CCC)=CC(CCC)=CC=2CCC)CCCCC1.P([O-])([O-])([O-])=O.[K+].[K+].[K+], predict the reaction product. The product is: [CH3:11][O:12][C:13]1[CH:14]=[CH:15][C:16]([CH2:17][NH:18][C:19]2[C:28]([CH:29]3[CH2:34][CH2:33][O:32][CH2:31][CH2:30]3)=[CH:27][C:26]3[C:21](=[CH:22][CH:23]=[C:24]([C:2]4[C:9]([CH3:10])=[CH:8][CH:7]=[CH:6][C:3]=4[C:4]#[N:5])[CH:25]=3)[N:20]=2)=[CH:44][CH:45]=1. (2) Given the reactants [NH2:1][C:2]1[NH:7][C:6](=[O:8])[NH:5][C:4](=[O:9])[CH:3]=1.C[Si](C)(C)N[Si](C)(C)C.[CH2:19](Br)[C:20]1[CH:25]=[CH:24][CH:23]=[CH:22][CH:21]=1.II.C(=O)([O-])[O-].[Na+].[Na+], predict the reaction product. The product is: [NH2:1][C:2]1[NH:7][C:6](=[O:8])[N:5]([CH2:19][C:20]2[CH:25]=[CH:24][CH:23]=[CH:22][CH:21]=2)[C:4](=[O:9])[CH:3]=1. (3) Given the reactants [CH3:1][C:2]1[CH:7]=[CH:6][C:5](B(O)O)=[CH:4][CH:3]=1.[C:11]([O:15][C:16]([C:18]1[S:19][C:20](Br)=[CH:21][C:22]=1[NH:23][S:24]([C:27]1[C:28]([CH3:33])=[CH:29][CH:30]=[CH:31][CH:32]=1)(=[O:26])=[O:25])=[O:17])([CH3:14])([CH3:13])[CH3:12].C1(C)C=CC=CC=1.CO.C([O-])([O-])=O.[Na+].[Na+], predict the reaction product. The product is: [C:11]([O:15][C:16]([C:18]1[S:19][C:20]([C:5]2[CH:6]=[CH:7][C:2]([CH3:1])=[CH:3][CH:4]=2)=[CH:21][C:22]=1[NH:23][S:24]([C:27]1[C:28]([CH3:33])=[CH:29][CH:30]=[CH:31][CH:32]=1)(=[O:26])=[O:25])=[O:17])([CH3:14])([CH3:13])[CH3:12].